From a dataset of Reaction yield outcomes from USPTO patents with 853,638 reactions. Predict the reaction yield, written as a fraction of the theoretical maximum amount of product (1.0 means a 100% yield; for example, 0.34 means a 34% yield). (1) The reactants are [Mg].CCOCC.BrCC.C(NCC)C.[N:15]1[CH:20]=[CH:19][CH:18]=[CH:17][C:16]=1[C:21](=[O:23])[CH3:22].Br[C:25]([CH3:35])([CH3:34])[C:26]([C:28]1[CH:33]=[CH:32][CH:31]=[CH:30][CH:29]=1)=[O:27].OS(O)(=O)=O.CCN(CC)CC. The catalyst is C1(C)C=CC=CC=1. The product is [CH3:34][C:25]([CH3:35])([CH2:22][C:21]([C:16]1[CH:17]=[CH:18][CH:19]=[CH:20][N:15]=1)=[O:23])[C:26]([C:28]1[CH:33]=[CH:32][CH:31]=[CH:30][CH:29]=1)=[O:27]. The yield is 0.110. (2) The reactants are [NH2:1][C:2]1[C:3]2[C:10](I)=[CH:9][N:8]([C@@H:12]3[CH2:17][CH2:16][CH2:15][N:14]([C:18]([O:20][C:21]([CH3:24])([CH3:23])[CH3:22])=[O:19])[CH2:13]3)[C:4]=2[N:5]=[CH:6][N:7]=1.[O:25]([C:32]1[CH:37]=[CH:36][C:35](B(O)O)=[CH:34][CH:33]=1)[C:26]1[CH:31]=[CH:30][CH:29]=[CH:28][CH:27]=1.C([O-])([O-])=O.[Na+].[Na+]. The catalyst is O1CCOCC1.O.C1C=CC([P]([Pd]([P](C2C=CC=CC=2)(C2C=CC=CC=2)C2C=CC=CC=2)([P](C2C=CC=CC=2)(C2C=CC=CC=2)C2C=CC=CC=2)[P](C2C=CC=CC=2)(C2C=CC=CC=2)C2C=CC=CC=2)(C2C=CC=CC=2)C2C=CC=CC=2)=CC=1. The product is [NH2:1][C:2]1[C:3]2[C:10]([C:35]3[CH:36]=[CH:37][C:32]([O:25][C:26]4[CH:31]=[CH:30][CH:29]=[CH:28][CH:27]=4)=[CH:33][CH:34]=3)=[CH:9][N:8]([C@@H:12]3[CH2:17][CH2:16][CH2:15][N:14]([C:18]([O:20][C:21]([CH3:24])([CH3:23])[CH3:22])=[O:19])[CH2:13]3)[C:4]=2[N:5]=[CH:6][N:7]=1. The yield is 0.550. (3) The reactants are FC(F)(F)C(O)=O.[Br:8][C:9]1[C:10]([F:38])=[C:11]([CH:15]2[C:19]([C:22]3[CH:27]=[CH:26][C:25]([Cl:28])=[CH:24][C:23]=3[F:29])([C:20]#[N:21])[CH:18]([CH2:30][C:31]([CH3:34])([CH3:33])[CH3:32])[NH:17][CH:16]2[C:35]([OH:37])=O)[CH:12]=[CH:13][CH:14]=1.CC1(C)[O:44][C@@H:43]([CH2:45][CH2:46][NH2:47])[CH2:42][O:41]1.CN(C(ON1N=NC2C=CC=NC1=2)=[N+](C)C)C.F[P-](F)(F)(F)(F)F.CCN(C(C)C)C(C)C.Cl. The catalyst is C(Cl)Cl.O1CCCC1. The product is [OH:44][C@H:43]([CH2:42][OH:41])[CH2:45][CH2:46][NH:47][C:35]([CH:16]1[CH:15]([C:11]2[CH:12]=[CH:13][CH:14]=[C:9]([Br:8])[C:10]=2[F:38])[C:19]([C:22]2[CH:27]=[CH:26][C:25]([Cl:28])=[CH:24][C:23]=2[F:29])([C:20]#[N:21])[CH:18]([CH2:30][C:31]([CH3:34])([CH3:33])[CH3:32])[NH:17]1)=[O:37]. The yield is 0.400. (4) The reactants are [O:1]1[CH2:6][CH2:5][N:4]([C:7]2[C:8]3[N:16]=[C:15](Cl)[CH:14]=[CH:13][C:9]=3[N:10]=[CH:11][N:12]=2)[CH2:3][CH2:2]1.[Cl:18][C:19]1[CH:24]=[CH:23][C:22](B(O)O)=[CH:21][CH:20]=1. No catalyst specified. The product is [O:1]1[CH2:6][CH2:5][N:4]([C:7]2[C:8]3[N:16]=[C:15]([C:22]4[CH:23]=[CH:24][C:19]([Cl:18])=[CH:20][CH:21]=4)[CH:14]=[CH:13][C:9]=3[N:10]=[CH:11][N:12]=2)[CH2:3][CH2:2]1. The yield is 0.920. (5) The reactants are [C:1]1([CH:7]2[O:12][CH2:11][CH:10]([OH:13])[CH2:9][O:8]2)[CH:6]=[CH:5][CH:4]=[CH:3][CH:2]=1.C(N(CC)CC)C.[S:21](Cl)([C:24]1[CH:30]=[CH:29][C:27]([CH3:28])=[CH:26][CH:25]=1)(=[O:23])=[O:22]. The catalyst is CN(C1C=CN=CC=1)C.ClCCl. The product is [CH3:28][C:27]1[CH:29]=[CH:30][C:24]([S:21]([O:13][CH:10]2[CH2:11][O:12][CH:7]([C:1]3[CH:2]=[CH:3][CH:4]=[CH:5][CH:6]=3)[O:8][CH2:9]2)(=[O:23])=[O:22])=[CH:25][CH:26]=1. The yield is 0.960. (6) The reactants are [NH2:1][C:2]1[C:11]2[C:6](=[C:7](I)[C:8]([F:12])=[CH:9][CH:10]=2)[N:5]=[N:4][C:3]=1[C:14]([NH:16][CH:17]1[CH2:19][CH2:18]1)=[O:15].[F:20][C:21]1[CH:26]=[CH:25][CH:24]=[C:23]([O:27][CH3:28])[C:22]=1B(O)O. No catalyst specified. The product is [NH2:1][C:2]1[C:11]2[C:6](=[C:7]([C:22]3[C:23]([O:27][CH3:28])=[CH:24][CH:25]=[CH:26][C:21]=3[F:20])[C:8]([F:12])=[CH:9][CH:10]=2)[N:5]=[N:4][C:3]=1[C:14]([NH:16][CH:17]1[CH2:19][CH2:18]1)=[O:15]. The yield is 0.330.